From a dataset of Catalyst prediction with 721,799 reactions and 888 catalyst types from USPTO. Predict which catalyst facilitates the given reaction. (1) Reactant: [OH:1][CH2:2][CH:3]([C:5]1[CH:12]=[CH:11][C:8]([C:9]#[N:10])=[C:7]([O:13][CH3:14])[CH:6]=1)[CH3:4].CC(OI1(OC(C)=O)(OC(C)=O)OC(=O)C2C=CC=CC1=2)=O. Product: [CH3:14][O:13][C:7]1[CH:6]=[C:5]([CH:3]([CH3:4])[CH:2]=[O:1])[CH:12]=[CH:11][C:8]=1[C:9]#[N:10]. The catalyst class is: 2. (2) Reactant: [Cl:1][C:2]1[C:10]2[N:9]=[C:8]3[N:11]([C:15]4[CH:20]=[CH:19][C:18]([O:21][CH3:22])=[CH:17][C:16]=4[Cl:23])[CH2:12][CH2:13][CH2:14][N:7]3[C:6]=2[C:5]([CH:24]([O:27][CH:28]=[CH2:29])[CH2:25][CH3:26])=[CH:4][CH:3]=1.[CH2:30]([Zn]CC)C.CCCCCC.ICI.[Cl-].[NH4+]. Product: [Cl:1][C:2]1[C:10]2[N:9]=[C:8]3[N:11]([C:15]4[CH:20]=[CH:19][C:18]([O:21][CH3:22])=[CH:17][C:16]=4[Cl:23])[CH2:12][CH2:13][CH2:14][N:7]3[C:6]=2[C:5]([CH:24]([O:27][CH:28]2[CH2:30][CH2:29]2)[CH2:25][CH3:26])=[CH:4][CH:3]=1. The catalyst class is: 4. (3) Reactant: [Br:1][C:2]1[CH:10]=[CH:9][C:5]([C:6]([OH:8])=[O:7])=[C:4]([CH3:11])[CH:3]=1.[CH3:12]O. The catalyst class is: 33. Product: [Br:1][C:2]1[CH:10]=[CH:9][C:5]([C:6]([O:8][CH3:12])=[O:7])=[C:4]([CH3:11])[CH:3]=1. (4) Product: [OH2:22].[C:2](#[N:1])[CH3:3].[C:45]([O-:48])(=[O:47])[CH3:46].[NH4+:27]. Reactant: [NH2:1][C@H:2]1CCN(CCN2C3C(=CC=C(C#N)C=3)C=CC2=[O:22])C[C@H:3]1F.C([N:27](CC)C(C)C)(C)C.O1C2C=C(C=O)N=CC=2OCC1.[C:45]([O:48][BH-]([O:48][C:45](=[O:47])[CH3:46])[O:48][C:45](=[O:47])[CH3:46])(=[O:47])[CH3:46].[Na+]. The catalyst class is: 147. (5) Reactant: [OH:1][CH2:2][C:3]([CH3:39])([C:33]1[CH:38]=[CH:37][CH:36]=[CH:35][CH:34]=1)[CH2:4][CH2:5][CH2:6][CH2:7][NH:8][C:9]([NH:11][CH2:12][CH2:13][CH2:14][CH2:15][CH2:16][C:17]([CH3:32])([C:26]1[CH:31]=[CH:30][CH:29]=[CH:28][CH:27]=1)[CH2:18][O:19]C1CCCCO1)=[O:10].CC1C=CC(S(O)(=O)=O)=CC=1.O.C([O-])([O-])=O.[K+].[K+]. Product: [OH:19][CH2:18][C:17]([CH3:32])([C:26]1[CH:27]=[CH:28][CH:29]=[CH:30][CH:31]=1)[CH2:16][CH2:15][CH2:14][CH2:13][CH2:12][NH:11][C:9]([NH:8][CH2:7][CH2:6][CH2:5][CH2:4][C:3]([CH3:39])([C:33]1[CH:38]=[CH:37][CH:36]=[CH:35][CH:34]=1)[CH2:2][OH:1])=[O:10]. The catalyst class is: 5. (6) Reactant: [NH:1]([CH2:8][CH2:9][OH:10])[C:2]1[CH:7]=[CH:6][CH:5]=[CH:4][CH:3]=1.Cl[CH2:12][C:13](Cl)=[O:14].[OH-].[Na+]. Product: [C:2]1([N:1]2[CH2:8][CH2:9][O:10][CH2:12][C:13]2=[O:14])[CH:7]=[CH:6][CH:5]=[CH:4][CH:3]=1. The catalyst class is: 41. (7) Reactant: [C:1]([O:5][C:6]([CH2:8][N:9]([CH3:13])[CH2:10][CH2:11][NH2:12])=[O:7])([CH3:4])([CH3:3])[CH3:2].C(=O)(O)[O-].[Na+].Cl.C[O:21][C:22]([C:24]1[CH:29]=[CH:28][CH:27]=[CH:26][C:25]=1[CH2:30][C:31](=[NH:34])OC)=O. Product: [C:1]([O:5][C:6]([CH2:8][N:9]([CH2:10][CH2:11][NH:12][C:31]1[NH:34][C:22](=[O:21])[C:24]2[C:25]([CH:30]=1)=[CH:26][CH:27]=[CH:28][CH:29]=2)[CH3:13])=[O:7])([CH3:4])([CH3:3])[CH3:2]. The catalyst class is: 5.